Dataset: Forward reaction prediction with 1.9M reactions from USPTO patents (1976-2016). Task: Predict the product of the given reaction. (1) Given the reactants [CH3:1][O:2][C:3]1[CH:8]=[CH:7][C:6]([C:9]2[C:18]([C:19]3[CH:24]=[CH:23][C:22]([O:25][CH3:26])=[CH:21][CH:20]=3)=[N:17][C:16]3[C:11](=[CH:12][CH:13]=[C:14]([S:27]([OH:30])(=O)=[O:28])[CH:15]=3)[N:10]=2)=[CH:5][CH:4]=1.C[N:32](C)C=O, predict the reaction product. The product is: [CH3:1][O:2][C:3]1[CH:8]=[CH:7][C:6]([C:9]2[C:18]([C:19]3[CH:24]=[CH:23][C:22]([O:25][CH3:26])=[CH:21][CH:20]=3)=[N:17][C:16]3[C:11](=[CH:12][CH:13]=[C:14]([S:27]([NH2:32])(=[O:30])=[O:28])[CH:15]=3)[N:10]=2)=[CH:5][CH:4]=1. (2) Given the reactants [NH:1]1[CH2:7][C:5](=[O:6])[NH:4][C:2]1=[O:3].N1[CH2:14][C:12](=O)NC1=O.N[C@H:16](C(O)=O)[C@H:17](CC)C.N1CC(=O)NC1=[O:26].N[C@@H](C(O)=O)[C@H](CC)C.N1CC(=O)NC1=O.N[C@H](C(O)=O)[C@@H](CC)C.N1CC(=O)NC1=O.N[C@@H](C(O)=O)[C@@H](CC)C, predict the reaction product. The product is: [C:2]([NH:1][C@@H:7]([C:5]([OH:6])=[O:26])[C@H:16]([CH2:14][CH3:12])[CH3:17])(=[O:3])[NH2:4]. (3) Given the reactants [C:1]([O-:8])(=[O:7])/[CH:2]=[CH:3]\[C:4]([O-:6])=[O:5].[C:9]([O-:16])(=[O:15])/[CH:10]=[CH:11]/[C:12]([O-:14])=[O:13].C1(=O)OC(=O)C=C1.C(=O)([O-])[O-], predict the reaction product. The product is: [C:4]([O-:6])(=[O:5])[CH3:3].[C:9]([O-:16])(=[O:15])/[CH:10]=[CH:11]\[C:12]([O-:14])=[O:13].[C:1]([O-:8])(=[O:7])/[CH:2]=[CH:3]/[C:4]([O-:6])=[O:5]. (4) Given the reactants [C:1]([C:3]1[CH:10]=[CH:9][C:6]([CH:7]=[O:8])=[CH:5][CH:4]=1)#[CH:2].[BH4-].[Na+], predict the reaction product. The product is: [C:1]([C:3]1[CH:10]=[CH:9][C:6]([CH2:7][OH:8])=[CH:5][CH:4]=1)#[CH:2]. (5) Given the reactants [CH:1]1([CH2:4][NH:5][CH2:6][C:7]2[NH:8][C:9](=[O:17])[C:10]3[CH2:16][O:15][CH2:14][CH2:13][C:11]=3[N:12]=2)[CH2:3][CH2:2]1.[CH2:18]([O:22][C:23]1[CH:40]=[CH:39][C:26]([C:27]([CH:29]2[CH2:34][CH2:33][N:32]([CH2:35][C:36](O)=[O:37])[CH2:31][CH2:30]2)=[O:28])=[CH:25][CH:24]=1)[C:19]#[C:20][CH3:21], predict the reaction product. The product is: [CH2:18]([O:22][C:23]1[CH:40]=[CH:39][C:26]([C:27]([CH:29]2[CH2:34][CH2:33][N:32]([CH2:35][C:36]([N:5]([CH2:4][CH:1]3[CH2:3][CH2:2]3)[CH2:6][C:7]3[NH:8][C:9](=[O:17])[C:10]4[CH2:16][O:15][CH2:14][CH2:13][C:11]=4[N:12]=3)=[O:37])[CH2:31][CH2:30]2)=[O:28])=[CH:25][CH:24]=1)[C:19]#[C:20][CH3:21]. (6) Given the reactants C(NC(C)C)(C)C.[Li]CCCC.[Br:13][C:14]1[CH:19]=[CH:18][C:17]([F:20])=[CH:16][N:15]=1.[Li+].CC([N-]C(C)C)C.[CH2:29]([Si:31]([CH2:35][CH3:36])([CH2:33][CH3:34])Cl)[CH3:30], predict the reaction product. The product is: [Br:13][C:14]1[CH:19]=[C:18]([Si:31]([CH2:35][CH3:36])([CH2:33][CH3:34])[CH2:29][CH3:30])[C:17]([F:20])=[CH:16][N:15]=1.